Dataset: Full USPTO retrosynthesis dataset with 1.9M reactions from patents (1976-2016). Task: Predict the reactants needed to synthesize the given product. (1) Given the product [O:5]1[CH2:4][CH2:3][C:2](=[C:8]([C:11]2[CH:12]=[N:13][C:14]([C:17]([F:20])([F:18])[F:19])=[CH:15][CH:16]=2)[C:9]#[N:10])[CH2:7][CH2:6]1, predict the reactants needed to synthesize it. The reactants are: O[C:2]1([CH:8]([C:11]2[CH:12]=[N:13][C:14]([C:17]([F:20])([F:19])[F:18])=[CH:15][CH:16]=2)[C:9]#[N:10])[CH2:7][CH2:6][O:5][CH2:4][CH2:3]1.S(Cl)(Cl)=O. (2) Given the product [F:28][C:27]([F:29])([F:30])[C:24]1[CH:25]=[CH:26][C:21]([CH2:20][O:19][N:18]=[C:16]([C:13]2[CH:14]=[CH:15][C:10]([O:9][CH2:8][C:7]([OH:31])=[O:6])=[CH:11][CH:12]=2)[CH3:17])=[CH:22][CH:23]=1, predict the reactants needed to synthesize it. The reactants are: O.[OH-].[Li+].C([O:6][C:7](=[O:31])[CH2:8][O:9][C:10]1[CH:15]=[CH:14][C:13]([C:16](=[N:18][O:19][CH2:20][C:21]2[CH:26]=[CH:25][C:24]([C:27]([F:30])([F:29])[F:28])=[CH:23][CH:22]=2)[CH3:17])=[CH:12][CH:11]=1)C. (3) Given the product [OH:1][C:2]1[CH:19]=[C:18]2[C:5]([C@@:6]3([CH3:25])[C@H:15]([CH2:16][S:17]2(=[O:21])=[O:20])[C@:14]2([CH3:22])[C@H:9]([C:10]([CH3:23])([CH3:24])[CH2:11][CH2:12][CH2:13]2)[CH2:8][CH2:7]3)=[C:4]([C:26]([NH:28][CH2:29][C:30]([OH:32])=[O:31])=[O:27])[CH:3]=1, predict the reactants needed to synthesize it. The reactants are: [OH:1][C:2]1[CH:19]=[C:18]2[C:5]([C@@:6]3([CH3:25])[C@H:15]([CH2:16][S:17]2(=[O:21])=[O:20])[C@:14]2([CH3:22])[C@H:9]([C:10]([CH3:24])([CH3:23])[CH2:11][CH2:12][CH2:13]2)[CH2:8][CH2:7]3)=[C:4]([C:26]([NH:28][CH2:29][C:30]([O:32]C)=[O:31])=[O:27])[CH:3]=1.O[Li].O. (4) The reactants are: C(=O)([O-])[O-].[Cs+].[Cs+].C1(P(C2C=CC=CC=2)C2C=CC3C(=CC=CC=3)C=2C2C3C(=CC=CC=3)C=CC=2P(C2C=CC=CC=2)C2C=CC=CC=2)C=CC=CC=1.FC(F)(F)S(O[C:59]1[CH:64]=[CH:63][C:62]([C:65]2[CH:70]=[CH:69][C:68]([C:71]([O:73][CH3:74])=[O:72])=[CH:67][CH:66]=2)=[CH:61][CH:60]=1)(=O)=O.[C:77]1([CH:83]2[CH2:88][CH2:87][NH:86][CH2:85][CH2:84]2)[CH:82]=[CH:81][CH:80]=[CH:79][CH:78]=1. Given the product [C:77]1([CH:83]2[CH2:84][CH2:85][N:86]([C:59]3[CH:64]=[CH:63][C:62]([C:65]4[CH:70]=[CH:69][C:68]([C:71]([O:73][CH3:74])=[O:72])=[CH:67][CH:66]=4)=[CH:61][CH:60]=3)[CH2:87][CH2:88]2)[CH:82]=[CH:81][CH:80]=[CH:79][CH:78]=1, predict the reactants needed to synthesize it.